Predict the reaction yield, written as a fraction of the theoretical maximum amount of product (1.0 means a 100% yield; for example, 0.34 means a 34% yield). From a dataset of Reaction yield outcomes from USPTO patents with 853,638 reactions. The reactants are Br[C:2]1[CH:7]=[CH:6][C:5]([CH2:8][S:9]([C:12]2[CH:17]=[C:16]([C:18]([CH3:21])([CH3:20])[CH3:19])[C:15]([OH:22])=[C:14]([C:23]([CH3:26])([CH3:25])[CH3:24])[CH:13]=2)(=[O:11])=[O:10])=[CH:4][CH:3]=1.C(=O)([O-])[O-].[Na+].[Na+].[C:33]1([C:42]2[CH:47]=[CH:46][CH:45]=[CH:44][CH:43]=2)[CH:38]=[CH:37][C:36](B(O)O)=[CH:35][CH:34]=1. The catalyst is CN(C=O)C.C1C=CC(P(C2C=CC=CC=2)C2C=CC=CC=2)=CC=1.C1C=CC(P(C2C=CC=CC=2)C2C=CC=CC=2)=CC=1.Cl[Pd]Cl. The product is [C:18]([C:16]1[CH:17]=[C:12]([S:9]([CH2:8][C:5]2[CH:6]=[CH:7][C:2]([C:45]3[CH:46]=[CH:47][C:42]([C:33]4[CH:38]=[CH:37][CH:36]=[CH:35][CH:34]=4)=[CH:43][CH:44]=3)=[CH:3][CH:4]=2)(=[O:11])=[O:10])[CH:13]=[C:14]([C:23]([CH3:26])([CH3:25])[CH3:24])[C:15]=1[OH:22])([CH3:21])([CH3:20])[CH3:19]. The yield is 0.260.